This data is from Experimentally validated miRNA-target interactions with 360,000+ pairs, plus equal number of negative samples. The task is: Binary Classification. Given a miRNA mature sequence and a target amino acid sequence, predict their likelihood of interaction. (1) The miRNA is hsa-miR-6124 with sequence GGGAAAAGGAAGGGGGAGGA. The protein sequence of the target gene is MCGNNMSAPMPAVVPAARKATAAVIFLHGLGDTGHGWAEAFAGIKSSHIKYICPHAPVMPVTLNMSMMMPSWFDIIGLSPDSQEDESGIKQAAETVKALIDQEVKNGIPSNRIILGGFSQGGALSLYTALTTQQKLAGVTALSCWLPLRASFSQGPINSANRDISVLQCHGDCDPLVPLMFGSLTVERLKGLVNPANVTFKVYEGMMHSSCQQEMMDVKYFIDKLLPPID. Result: 0 (no interaction). (2) The miRNA is mmu-miR-3473d with sequence CCACUGAGCCACUUUCCAGCCCUU. The protein sequence of the target gene is MGRLHCTQDPVPEAVRGDMQQLNQLGAQQFSDLTEVLFHFLTEPKEVERFLAQLSEFATSNQISLGPLKSIMKSLLLVPNGALKKGLTAEQVRTDLQTLGLSEEKATYFSEKWKQNASTLAQWAMGQTLMVNQLIDMEWRFGVTSGSSELEKVGSIFLQLKLVVKKGKQTENLYMELTLPQFYSFLHEMERVRASMECLS. Result: 1 (interaction). (3) The protein sequence of the target gene is MRGRRAPRPGSTEVPAAARDADTLRARAASPVRGAQLAEDVGTPTGGGEERRGHQLPTAAPRLRESKPQGGSEDRGTADRDLQRGCQSRSPRTAPPVPGMGDRGAQHERAALQSPGAPEGAAAAVNGLLHNGFHPSAASSRDPPAPRFQLPSELQPQPLFAQHDSPAKKCRLRRRMDSGRKNRPPFPWFGMDIGGTLVKLVYFEPKDITAEEEQEEVENLKSIRKYLTSNTAYGKTGIRDVHLELKNLTMCGRKGNLHFIRFPTCAMHLFIQMGSEKNFSSLHTTLCATGGGAFKFEEDF.... Result: 1 (interaction). The miRNA is mmu-miR-19b-3p with sequence UGUGCAAAUCCAUGCAAAACUGA. (4) The miRNA is hsa-miR-26a-5p with sequence UUCAAGUAAUCCAGGAUAGGCU. The protein sequence of the target gene is MNPTNPFSGQQPSAFSASSSNVGTLPSKPPFRFGQPSLFGQNSTLSGKSSGFSQVSSFPASSGVSHSSSVQTLGFTQTSSVGPFSGLEHTSTFVATSGPSSSSVLGNTGFSFKSPTSVGAFPSTSAFGQEAGEIVNSGFGKTEFSFKPLENAVFKPILGAESEPEKTQSQIASGFFTFSHPISSAPGGLAPFSFPQVTSSSATTSNFTFSKPVSSNNSLSAFTPALSNQNVEEEKRGPKSIFGSSNNSFSSFPVSSAVLGEPFQASKAGVRQGCEEAVSQVEPLPSLMKGLKRKEDQDRS.... Result: 1 (interaction). (5) The miRNA is mmu-miR-877-5p with sequence GUAGAGGAGAUGGCGCAGGG. The protein sequence of the target gene is MAGLSDLELRRELQALGFQPGPITDTTRDVYRNKLRRLRGEARLRDEERLREEARPRGEERLREEARLREDAPLRARPAAASPRAEPWLSQPASGSAYATPGAYGDIRPSAASWVGSRGLAYPARPAQLRRRASVRGSSEEDEDARTPDRATQGPGLAARRWWAASPAPARLPSSLLGPDPRPGLRATRAGPAGAARARPEVGRRLERWLSRLLLWASLGLLLVFLGILWVKMGKPSAPQEAEDNMKLLPVDCERKTDEFCQAKQKAALLELLHELYNFLAIQAGNFECGNPENLKSKCI.... Result: 0 (no interaction).